From a dataset of Forward reaction prediction with 1.9M reactions from USPTO patents (1976-2016). Predict the product of the given reaction. (1) Given the reactants CC1C=CC(S(O[CH2:12][C@@H:13]([NH:21][C:22]([O:24][C:25]([CH3:28])([CH3:27])[CH3:26])=[O:23])[CH2:14][C@H:15]2[CH2:20][CH2:19][CH2:18][O:17][CH2:16]2)(=O)=O)=CC=1.[N-:29]=[N+:30]=[N-:31].[Na+], predict the reaction product. The product is: [N:29]([CH2:12][C@@H:13]([NH:21][C:22](=[O:23])[O:24][C:25]([CH3:28])([CH3:27])[CH3:26])[CH2:14][C@H:15]1[CH2:20][CH2:19][CH2:18][O:17][CH2:16]1)=[N+:30]=[N-:31]. (2) The product is: [CH3:29][C:28]([CH3:30])([CH3:31])[CH2:27][N:26]1[C:19]2[N:20]=[C:21]([C:24]#[N:25])[N:22]=[CH:23][C:18]=2[CH:17]=[C:16]1[CH2:15][C:14]1[CH:13]=[CH:12][C:11]([CH2:10][N:6]2[CH2:7][CH2:8][N:3]([CH2:1][CH3:2])[CH2:4][CH2:5]2)=[CH:33][CH:32]=1. Given the reactants [CH2:1]([N:3]1[CH2:8][CH2:7][NH:6][CH2:5][CH2:4]1)[CH3:2].Br[CH2:10][C:11]1[CH:33]=[CH:32][C:14]([CH2:15][C:16]2[N:26]([CH2:27][C:28]([CH3:31])([CH3:30])[CH3:29])[C:19]3[N:20]=[C:21]([C:24]#[N:25])[N:22]=[CH:23][C:18]=3[CH:17]=2)=[CH:13][CH:12]=1.C(Cl)Cl.CO, predict the reaction product. (3) The product is: [C:1]([N:35]1[CH2:36][CH2:37][CH2:38][CH:34]1[C:33]1[C:19]([O:18][C:17]2[CH:16]=[CH:15][C:14]([C:11]3[N:12]=[N:13][N:9]([CH3:8])[N:10]=3)=[CH:40][CH:39]=2)=[CH:20][C:21]2[N:25]=[C:24]([C:26]3[CH:31]=[CH:30][CH:29]=[CH:28][N:27]=3)[NH:23][C:22]=2[CH:32]=1)(=[O:3])[CH3:2]. Given the reactants [C:1](OC(=O)C)(=[O:3])[CH3:2].[CH3:8][N:9]1[N:13]=[N:12][C:11]([C:14]2[CH:40]=[CH:39][C:17]([O:18][C:19]3[C:33]([CH:34]4[CH2:38][CH2:37][CH2:36][NH:35]4)=[CH:32][C:22]4[NH:23][C:24]([C:26]5[CH:31]=[CH:30][CH:29]=[CH:28][N:27]=5)=[N:25][C:21]=4[CH:20]=3)=[CH:16][CH:15]=2)=[N:10]1, predict the reaction product. (4) Given the reactants [CH2:1]([C@@H:5]1[NH:10][CH2:9][C@H:8]([C:11]2[CH:15]=[CH:14][S:13][CH:12]=2)[NH:7][C:6]1=[O:16])[CH:2]([CH3:4])[CH3:3].[F:17][C:18]1[CH:23]=[CH:22][C:21]([C:24]2[O:28][N:27]=[C:26]([CH:29]=O)[CH:25]=2)=[CH:20][CH:19]=1.C([C@@H]1N(CC2C=C(C3C=CC=CC=3)ON=2)C[C@H](CC(C)C)NC1=O)C(C)C, predict the reaction product. The product is: [F:17][C:18]1[CH:19]=[CH:20][C:21]([C:24]2[O:28][N:27]=[C:26]([CH2:29][N:10]3[CH2:9][C@H:8]([C:11]4[CH:15]=[CH:14][S:13][CH:12]=4)[NH:7][C:6](=[O:16])[C@@H:5]3[CH2:1][CH:2]([CH3:4])[CH3:3])[CH:25]=2)=[CH:22][CH:23]=1. (5) The product is: [CH3:13][C:1]1[CH:6]=[C:5]([CH3:7])[CH:4]=[C:3]([CH3:8])[C:2]=1[S:9]([O:31][C:29]1[C:28]([CH2:32][C:33]2[CH:38]=[CH:37][C:36]([O:39][CH2:40][CH2:41][CH2:42][OH:43])=[CH:35][C:34]=2[O:44][CH3:45])=[C:27]([CH3:46])[N:26]=[C:25]([NH2:24])[N:30]=1)(=[O:11])=[O:10]. Given the reactants [C:1]1([CH3:13])[CH:6]=[C:5]([CH3:7])[CH:4]=[C:3]([CH3:8])[C:2]=1[S:9](Cl)(=[O:11])=[O:10].C(N(C(C)C)CC)(C)C.Cl.[NH2:24][C:25]1[N:30]=[C:29]([OH:31])[C:28]([CH2:32][C:33]2[CH:38]=[CH:37][C:36]([O:39][CH2:40][CH2:41][CH2:42][OH:43])=[CH:35][C:34]=2[O:44][CH3:45])=[C:27]([CH3:46])[N:26]=1, predict the reaction product. (6) The product is: [C:18]([C:20]1[CH:21]=[N:22][NH:23][C:24]=1[C:25]1[CH:26]=[C:27]([CH:32]=[CH:33][C:34]=1[CH3:35])[C:28]([OH:30])=[O:29])#[N:19]. Given the reactants COC1C=NNC=1C1C=C(C=CC=1C)C(O)=O.[C:18]([C:20]1[CH:21]=[N:22][NH:23][C:24]=1[C:25]1[CH:26]=[C:27]([CH:32]=[CH:33][C:34]=1[CH3:35])[C:28]([O:30]C)=[O:29])#[N:19].COC1C=NNC=1C1C=C(C=CC=1C)C(OC)=O, predict the reaction product. (7) Given the reactants O.[OH-].[Li+].C[O:5][C:6]([C:8]1[N:9]([CH3:28])[N:10]=[C:11]([O:13][CH2:14][C:15]2[N:16]([C:21]3[CH:26]=[CH:25][C:24]([F:27])=[CH:23][CH:22]=3)[N:17]=[N:18][C:19]=2[CH3:20])[CH:12]=1)=[O:7], predict the reaction product. The product is: [F:27][C:24]1[CH:23]=[CH:22][C:21]([N:16]2[C:15]([CH2:14][O:13][C:11]3[CH:12]=[C:8]([C:6]([OH:7])=[O:5])[N:9]([CH3:28])[N:10]=3)=[C:19]([CH3:20])[N:18]=[N:17]2)=[CH:26][CH:25]=1.